Dataset: Catalyst prediction with 721,799 reactions and 888 catalyst types from USPTO. Task: Predict which catalyst facilitates the given reaction. Reactant: [CH3:1][O:2][C:3]1[CH:4]=[C:5]([CH:13](OC(=O)C)[C:14]([N:16]([CH3:27])[CH:17]([C:19]2[CH:24]=[CH:23][CH:22]=[C:21]([O:25][CH3:26])[CH:20]=2)[CH3:18])=[O:15])[CH:6]=[C:7]([O:11][CH3:12])[C:8]=1[O:9][CH3:10].FC(F)(F)C(O)=O. Product: [CH3:18][CH:17]1[C:19]2[C:24](=[CH:23][CH:22]=[C:21]([O:25][CH3:26])[CH:20]=2)[CH:13]([C:5]2[CH:6]=[C:7]([O:11][CH3:12])[C:8]([O:9][CH3:10])=[C:3]([O:2][CH3:1])[CH:4]=2)[C:14](=[O:15])[N:16]1[CH3:27]. The catalyst class is: 4.